This data is from Catalyst prediction with 721,799 reactions and 888 catalyst types from USPTO. The task is: Predict which catalyst facilitates the given reaction. Reactant: [Cl:1][C:2]1[CH:3]=[N:4][CH:5]=[CH:6][C:7]=1[CH2:8]O.P(Br)(Br)[Br:11]. Product: [Br:11][CH2:8][C:7]1[CH:6]=[CH:5][N:4]=[CH:3][C:2]=1[Cl:1]. The catalyst class is: 22.